Dataset: NCI-60 drug combinations with 297,098 pairs across 59 cell lines. Task: Regression. Given two drug SMILES strings and cell line genomic features, predict the synergy score measuring deviation from expected non-interaction effect. Drug 1: C1=NC2=C(N=C(N=C2N1C3C(C(C(O3)CO)O)O)F)N. Drug 2: CC12CCC3C(C1CCC2O)C(CC4=C3C=CC(=C4)O)CCCCCCCCCS(=O)CCCC(C(F)(F)F)(F)F. Cell line: MCF7. Synergy scores: CSS=18.3, Synergy_ZIP=1.58, Synergy_Bliss=0.235, Synergy_Loewe=-12.8, Synergy_HSA=-0.680.